This data is from Reaction yield outcomes from USPTO patents with 853,638 reactions. The task is: Predict the reaction yield, written as a fraction of the theoretical maximum amount of product (1.0 means a 100% yield; for example, 0.34 means a 34% yield). (1) The reactants are [Cl:1][C:2]1[C:11]([N+:12]([O-:14])=[O:13])=[CH:10][C:5]2[NH:6][C:7](=O)[NH:8][C:4]=2[CH:3]=1.P(Cl)(Cl)([Cl:17])=O. No catalyst specified. The product is [Cl:17][C:7]1[NH:8][C:4]2[CH:3]=[C:2]([Cl:1])[C:11]([N+:12]([O-:14])=[O:13])=[CH:10][C:5]=2[N:6]=1. The yield is 0.890. (2) The catalyst is C(Cl)Cl. The reactants are [C:1]([C:3]1[CH:8]=[CH:7][C:6]([S:9](Cl)(=[O:11])=[O:10])=[CH:5][CH:4]=1)#[N:2].CCN(CC)CC.[NH2:20][CH2:21][C:22]1[CH:23]=[C:24]([CH:52]=[CH:53][CH:54]=1)[CH2:25][N:26]([CH2:39][C:40]1[CH:45]=[CH:44][C:43]([C:46]2[CH:51]=[CH:50][CH:49]=[CH:48][CH:47]=2)=[CH:42][CH:41]=1)[S:27]([C:30]1[CH:35]=[C:34]([Cl:36])[CH:33]=[C:32]([Cl:37])[C:31]=1[OH:38])(=[O:29])=[O:28]. The product is [C:43]1([C:46]2[CH:51]=[CH:50][CH:49]=[CH:48][CH:47]=2)[CH:44]=[CH:45][C:40]([CH2:39][N:26]([CH2:25][C:24]2[CH:52]=[CH:53][CH:54]=[C:22]([CH2:21][NH:20][S:9]([C:6]3[CH:7]=[CH:8][C:3]([C:1]#[N:2])=[CH:4][CH:5]=3)(=[O:11])=[O:10])[CH:23]=2)[S:27]([C:30]2[CH:35]=[C:34]([Cl:36])[CH:33]=[C:32]([Cl:37])[C:31]=2[OH:38])(=[O:29])=[O:28])=[CH:41][CH:42]=1. The yield is 0.560. (3) The reactants are [CH:1]1([C:4]2[CH:9]=[CH:8][C:7]([N+:10]([O-:12])=[O:11])=[C:6](F)[CH:5]=2)[CH2:3][CH2:2]1.Cl.Cl.[O:16]1[CH2:21][CH2:20][CH:19]([N:22]2[CH2:27][CH2:26][CH:25]([NH2:28])[CH2:24][CH2:23]2)[CH2:18][CH2:17]1.C(N(CC)C(C)C)(C)C. The catalyst is CN(C)C=O. The product is [CH:1]1([C:4]2[CH:9]=[CH:8][C:7]([N+:10]([O-:12])=[O:11])=[C:6]([NH:28][CH:25]3[CH2:24][CH2:23][N:22]([CH:19]4[CH2:20][CH2:21][O:16][CH2:17][CH2:18]4)[CH2:27][CH2:26]3)[CH:5]=2)[CH2:3][CH2:2]1. The yield is 0.590. (4) The reactants are [CH3:1][O:2][C:3]1[C:4]2[C:11]([C:12]3[CH:17]=[CH:16][N:15]=[C:14]([NH2:18])[CH:13]=3)=[CH:10][N:9](COCC[Si](C)(C)C)[C:5]=2[N:6]=[CH:7][N:8]=1.CCCC[N+](CCCC)(CCCC)CCCC.[F-]. The catalyst is C1COCC1. The product is [CH3:1][O:2][C:3]1[C:4]2[C:11]([C:12]3[CH:17]=[CH:16][N:15]=[C:14]([NH2:18])[CH:13]=3)=[CH:10][NH:9][C:5]=2[N:6]=[CH:7][N:8]=1. The yield is 0.240.